From a dataset of Full USPTO retrosynthesis dataset with 1.9M reactions from patents (1976-2016). Predict the reactants needed to synthesize the given product. Given the product [NH2:34][C:31]1[CH:32]=[CH:33][C:28]([C:27]([NH:16][CH:13]2[CH2:14][CH2:15][N:10]([CH2:9][CH2:8][CH2:7][S:4]([CH3:3])(=[O:6])=[O:5])[CH2:11][CH2:12]2)=[O:26])=[CH:29][C:30]=1[O:35][CH3:36], predict the reactants needed to synthesize it. The reactants are: Cl.Cl.[CH3:3][S:4]([CH2:7][CH2:8][CH2:9][N:10]1[CH2:15][CH2:14][CH:13]([NH2:16])[CH2:12][CH2:11]1)(=[O:6])=[O:5].N1([O:26][C:27](=O)[C:28]2[CH:33]=[CH:32][C:31]([NH2:34])=[C:30]([O:35][CH3:36])[CH:29]=2)C2C=CC=CC=2N=N1.CN(C)C=O.C(N(CC)CC)C.